This data is from Reaction yield outcomes from USPTO patents with 853,638 reactions. The task is: Predict the reaction yield, written as a fraction of the theoretical maximum amount of product (1.0 means a 100% yield; for example, 0.34 means a 34% yield). (1) The reactants are [Cl:1][C:2]1[CH:3]=[C:4]([S:8]([CH:11]2[CH2:16][CH2:15][NH:14][CH2:13][CH2:12]2)(=[O:10])=[O:9])[CH:5]=[CH:6][CH:7]=1.Cl[C:18]1[C:23]([C:24]#[N:25])=[CH:22][CH:21]=[CH:20][N:19]=1.CCN(C(C)C)C(C)C. The catalyst is O1CCOCC1. The product is [Cl:1][C:2]1[CH:3]=[C:4]([S:8]([CH:11]2[CH2:16][CH2:15][N:14]([C:18]3[N:19]=[CH:20][CH:21]=[CH:22][C:23]=3[C:24]#[N:25])[CH2:13][CH2:12]2)(=[O:10])=[O:9])[CH:5]=[CH:6][CH:7]=1. The yield is 0.620. (2) The reactants are [CH2:1]([O:8][C:9]1[CH:16]=[CH:15][C:12]([CH:13]=[O:14])=[CH:11][C:10]=1[OH:17])[C:2]1[CH:7]=[CH:6][CH:5]=[CH:4][CH:3]=1.[H-].[Na+].I[CH2:21][CH2:22][CH2:23][CH2:24][CH2:25][CH2:26][CH2:27][CH3:28].[NH4+].[Cl-]. The catalyst is CN(C=O)C. The product is [CH2:1]([O:8][C:9]1[CH:16]=[CH:15][C:12]([CH:13]=[O:14])=[CH:11][C:10]=1[O:17][CH2:21][CH2:22][CH2:23][CH2:24][CH2:25][CH2:26][CH2:27][CH3:28])[C:2]1[CH:3]=[CH:4][CH:5]=[CH:6][CH:7]=1. The yield is 0.830. (3) The reactants are [F:1][C:2]1[CH:7]=[C:6]([S:8]([CH3:11])(=[O:10])=[O:9])[CH:5]=[CH:4][C:3]=1[C:12]1[CH:13]=[C:14]2[C:18](=[CH:19][CH:20]=1)[N:17]([CH:21]1[CH2:26][CH2:25][NH:24][CH2:23][CH2:22]1)[CH:16]=[CH:15]2.CCN(C(C)C)C(C)C.Cl[C:37]1[N:42]=[CH:41][C:40]([CH2:43][CH3:44])=[CH:39][N:38]=1. The catalyst is CC#N.O. The product is [CH2:43]([C:40]1[CH:39]=[N:38][C:37]([N:24]2[CH2:23][CH2:22][CH:21]([N:17]3[C:18]4[C:14](=[CH:13][C:12]([C:3]5[CH:4]=[CH:5][C:6]([S:8]([CH3:11])(=[O:9])=[O:10])=[CH:7][C:2]=5[F:1])=[CH:20][CH:19]=4)[CH:15]=[CH:16]3)[CH2:26][CH2:25]2)=[N:42][CH:41]=1)[CH3:44]. The yield is 0.180. (4) The reactants are [F:1][C:2]1[CH:7]=[CH:6][C:5]([C:8]2[N:9]=[C:10]3[CH:15]=[CH:14][C:13]([N:16]4[CH2:21][CH2:20][NH:19][CH2:18][CH2:17]4)=[N:12][N:11]3[CH:22]=2)=[CH:4][CH:3]=1.CN([C:26]1[CH:31]=[CH:30]C=CN=1)C.[C:32](=[O:35])([O-])[OH:33].[Na+].[CH:37](Cl)(Cl)Cl. No catalyst specified. The product is [F:1][C:2]1[CH:7]=[CH:6][C:5]([C:8]2[N:9]=[C:10]3[CH:15]=[CH:14][C:13]([N:16]4[CH2:17][CH2:18][N:19]([C:32]([O:33][C:31]([CH3:30])([CH3:26])[CH3:37])=[O:35])[CH2:20][CH2:21]4)=[N:12][N:11]3[CH:22]=2)=[CH:4][CH:3]=1. The yield is 0.970. (5) The reactants are [CH3:1][O:2][C:3]([C:5]1[S:9][C:8]([C:10]([O-:12])=O)=[CH:7][CH:6]=1)=[O:4].[K+].CN(C)C=O.S(Cl)([Cl:21])=O. The catalyst is ClCCCl. The product is [Cl:21][C:10]([C:8]1[S:9][C:5]([C:3]([O:2][CH3:1])=[O:4])=[CH:6][CH:7]=1)=[O:12]. The yield is 0.990. (6) The reactants are [Br:1][C:2]1[CH:10]=[CH:9][C:5]([C:6](O)=[O:7])=[C:4](Cl)[CH:3]=1.C[O:13][C:14]1[CH:15]=[C:16]([OH:22])[CH:17]=[C:18]([O:20][CH3:21])[CH:19]=1.C(=O)([O-])[O-].[K+].[K+].Cl. The catalyst is [Cu].[Cu]I.C(OCC)(=O)C.C1C=CC=CC=1.CN1CCCC1=O. The product is [Br:1][C:2]1[CH:10]=[CH:9][C:21]2[O:20][C:18]3[CH:19]=[C:14]([OH:13])[CH:15]=[C:16]([OH:22])[C:17]=3[C:6](=[O:7])[CH2:5][C:4]=2[CH:3]=1. The yield is 0.570. (7) The reactants are [CH3:1][O:2][C:3](=[O:11])[C:4]1[CH:9]=[CH:8][CH:7]=[C:6]([CH3:10])[CH:5]=1.[CH2:12](O)[CH3:13].O.C(=O)([O-])[O-].[Na+].[Na+]. The catalyst is C1(C)C=CC=CC=1.CCCCCC.C(OCC)(=O)C. The product is [CH3:1][O:2][C:3]([C:4]1[CH:9]=[CH:8][C:7]([C:3]2[C:4]([CH3:9])=[CH:5][CH:6]=[CH:7][C:12]=2[CH3:13])=[C:6]([CH3:10])[CH:5]=1)=[O:11]. The yield is 0.830.